From a dataset of Forward reaction prediction with 1.9M reactions from USPTO patents (1976-2016). Predict the product of the given reaction. (1) Given the reactants [C:1](OCC)(=O)[CH2:2][C:3]([O-:5])=O.[K+].C(N(CC)CC)C.[Cl-].[Mg+2].[Cl-].[N+:21]([C:24]1[CH:25]=[C:26]([CH:30]=[C:31]([N+:33]([O-:35])=[O:34])[CH:32]=1)C(Cl)=O)([O-:23])=[O:22].Cl.[CH3:37][NH:38][NH2:39], predict the reaction product. The product is: [N+:21]([C:24]1[CH:25]=[C:26]([C:1]2[CH:2]=[C:3]([OH:5])[N:38]([CH3:37])[N:39]=2)[CH:30]=[C:31]([N+:33]([O-:35])=[O:34])[CH:32]=1)([O-:23])=[O:22]. (2) Given the reactants Br[C:2]1[CH:6]=[C:5]([NH:7][C:8]([O:10][C:11]([CH3:14])([CH3:13])[CH3:12])=[O:9])[S:4][C:3]=1/[CH:15]=[CH:16]/[C:17]([O:19][CH2:20][CH3:21])=[O:18].[C:22]1(C)[CH:27]=[CH:26][CH:25]=[CH:24][CH:23]=1.C1(B(O)O)C=CC=CC=1.C(=O)([O-])[O-].[K+].[K+], predict the reaction product. The product is: [C:11]([O:10][C:8]([NH:7][C:5]1[S:4][C:3](/[CH:15]=[CH:16]/[C:17]([O:19][CH2:20][CH3:21])=[O:18])=[C:2]([C:22]2[CH:27]=[CH:26][CH:25]=[CH:24][CH:23]=2)[CH:6]=1)=[O:9])([CH3:14])([CH3:13])[CH3:12]. (3) Given the reactants [CH:1]1([S:6][CH:7]([C:11]2[CH:16]=[CH:15][C:14]([F:17])=[CH:13][CH:12]=2)[C:8]([OH:10])=O)[CH2:5][CH2:4][CH2:3][CH2:2]1.[NH2:18][C:19]1[CH:24]=[CH:23][CH:22]=[CH:21][N:20]=1, predict the reaction product. The product is: [CH:1]1([S:6][CH:7]([C:11]2[CH:16]=[CH:15][C:14]([F:17])=[CH:13][CH:12]=2)[C:8]([NH:18][C:19]2[CH:24]=[CH:23][CH:22]=[CH:21][N:20]=2)=[O:10])[CH2:2][CH2:3][CH2:4][CH2:5]1. (4) Given the reactants [F:1][C:2]([F:12])([F:11])[C:3]1[CH:4]=[CH:5][C:6]([CH2:9][NH2:10])=[N:7][CH:8]=1.O[C:14]1[C:15]2[CH:23]=[CH:22][CH:21]=[C:20]([C:24]([NH2:26])=[O:25])[C:16]=2[N:17]=[N:18][N:19]=1, predict the reaction product. The product is: [F:12][C:2]([F:11])([F:1])[C:3]1[CH:4]=[CH:5][C:6]([CH2:9][NH:10][C:14]2[C:15]3[CH:23]=[CH:22][CH:21]=[C:20]([C:24]([NH2:26])=[O:25])[C:16]=3[N:17]=[N:18][N:19]=2)=[N:7][CH:8]=1. (5) Given the reactants C(N(CC)CC)C.[Cl:8][C:9]1[CH:14]=[CH:13][C:12]([C:15]2[CH:16]=[CH:17][C:18]([C:21]#[CH:22])=[N:19][CH:20]=2)=[CH:11][CH:10]=1.Br[C:24]1[CH:37]=[CH:36][C:27]([O:28][CH2:29][CH2:30][N:31]2[CH2:35][CH2:34][CH2:33][CH2:32]2)=[CH:26][C:25]=1[CH3:38], predict the reaction product. The product is: [Cl:8][C:9]1[CH:10]=[CH:11][C:12]([C:15]2[CH:16]=[CH:17][C:18]([C:21]#[C:22][C:24]3[CH:37]=[CH:36][C:27]([O:28][CH2:29][CH2:30][N:31]4[CH2:32][CH2:33][CH2:34][CH2:35]4)=[CH:26][C:25]=3[CH3:38])=[N:19][CH:20]=2)=[CH:13][CH:14]=1.